Task: Predict the product of the given reaction.. Dataset: Forward reaction prediction with 1.9M reactions from USPTO patents (1976-2016) (1) Given the reactants C(=O)([O-])[O-].[K+].[K+].[Cl:7][C:8]1[CH:24]=[CH:23][C:11]2[CH2:12][CH2:13][N:14](C(=O)C(F)(F)F)[CH2:15][CH2:16][C:10]=2[C:9]=1[C:25]#[C:26][Si](C)(C)C.[C:42]([O:41][C:39](O[C:39]([O:41][C:42]([CH3:45])([CH3:44])[CH3:43])=[O:40])=[O:40])([CH3:45])([CH3:44])[CH3:43], predict the reaction product. The product is: [C:42]([O:41][C:39]([N:14]1[CH2:15][CH2:16][C:10]2[C:9]([C:25]#[CH:26])=[C:8]([Cl:7])[CH:24]=[CH:23][C:11]=2[CH2:12][CH2:13]1)=[O:40])([CH3:43])([CH3:44])[CH3:45]. (2) Given the reactants [CH:1]1[C:6]([C:7]2[C:16](=[O:17])[C:15]3[CH:14]=[CH:13][C:12]([OH:18])=[CH:11][C:10]=3[O:9][CH:8]=2)=[CH:5][CH:4]=[C:3]([OH:19])[CH:2]=1.CC(C)=O.Cl[CH2:25][C:26]1[N:30]=[C:29]([C:31]2[CH:36]=[CH:35][CH:34]=[C:33]([C:37]([F:40])([F:39])[F:38])[CH:32]=2)[O:28][N:27]=1, predict the reaction product. The product is: [OH:19][C:3]1[CH:4]=[CH:5][C:6]([C:7]2[C:16](=[O:17])[C:15]3[C:10](=[CH:11][C:12]([O:18][CH2:25][C:26]4[N:30]=[C:29]([C:31]5[CH:36]=[CH:35][CH:34]=[C:33]([C:37]([F:40])([F:38])[F:39])[CH:32]=5)[O:28][N:27]=4)=[CH:13][CH:14]=3)[O:9][CH:8]=2)=[CH:1][CH:2]=1. (3) Given the reactants Cl[C:2]1C=CC(OCC2C=CC=CC=2)=C(C2SC=C(C(C)C(OCC)=O)N=2)C=1.[Br:28][C:29]1[CH:30]=[CH:31][C:32]([O:47][CH2:48][C:49]2[CH:54]=[CH:53][CH:52]=[CH:51][CH:50]=2)=[C:33]([C:35]2[S:36][CH:37]=[C:38]([CH:40]([CH3:46])[C:41]([O:43][CH2:44][CH3:45])=[O:42])[N:39]=2)[CH:34]=1, predict the reaction product. The product is: [Br:28][C:29]1[CH:30]=[CH:31][C:32]([O:47][CH2:48][C:49]2[CH:50]=[CH:51][CH:52]=[CH:53][CH:54]=2)=[C:33]([C:35]2[S:36][CH:37]=[C:38]([C:40]([CH3:2])([CH3:46])[C:41]([O:43][CH2:44][CH3:45])=[O:42])[N:39]=2)[CH:34]=1. (4) Given the reactants Br[CH:2]1[CH:7]([NH:8][CH2:9][C:10]2[CH:15]=[CH:14][C:13]([O:16][CH3:17])=[CH:12][CH:11]=2)[CH2:6][CH2:5][O:4][CH2:3]1.[N-:18]=[N+:19]=[N-:20].[Na+], predict the reaction product. The product is: [N:18]([C@H:2]1[C@H:7]([NH:8][CH2:9][C:10]2[CH:15]=[CH:14][C:13]([O:16][CH3:17])=[CH:12][CH:11]=2)[CH2:6][CH2:5][O:4][CH2:3]1)=[N+:19]=[N-:20]. (5) Given the reactants CC(C)([O-])C.[K+].Cl.[F:8][C:9]1[CH:10]=[C:11]2[C:16](=[CH:17][CH:18]=1)[CH2:15][NH:14][CH2:13][CH2:12]2.Br[C:20]1[CH:25]=[C:24]([C:26]([F:29])([F:28])[F:27])[C:23]([NH:30][C:31](=[O:39])[CH2:32][CH2:33][CH:34]2[CH2:38][CH2:37][CH2:36][CH2:35]2)=[C:22]([Cl:40])[CH:21]=1, predict the reaction product. The product is: [Cl:40][C:22]1[CH:21]=[C:20]([N:14]2[CH2:13][CH2:12][C:11]3[C:16](=[CH:17][CH:18]=[C:9]([F:8])[CH:10]=3)[CH2:15]2)[CH:25]=[C:24]([C:26]([F:29])([F:28])[F:27])[C:23]=1[NH:30][C:31](=[O:39])[CH2:32][CH2:33][CH:34]1[CH2:38][CH2:37][CH2:36][CH2:35]1. (6) Given the reactants [CH:1]1[C:10]2[C:5](=[CH:6][CH:7]=[CH:8][CH:9]=2)[CH:4]=[CH:3][C:2]=1[CH2:11][NH:12][C:13]1[CH:18]=[CH:17][CH:16]=[C:15]([C:19]2[NH:23][N:22]=[N:21][N:20]=2)[CH:14]=1.[C:24](Cl)(=[O:29])[CH2:25][CH2:26][CH2:27][CH3:28], predict the reaction product. The product is: [CH:1]1[C:10]2[C:5](=[CH:6][CH:7]=[CH:8][CH:9]=2)[CH:4]=[CH:3][C:2]=1[CH2:11][N:12]([C:13]1[CH:18]=[CH:17][CH:16]=[C:15]([C:19]2[NH:23][N:22]=[N:21][N:20]=2)[CH:14]=1)[C:24](=[O:29])[CH2:25][CH2:26][CH2:27][CH3:28]. (7) Given the reactants F[C:2](F)(F)[C:3]1[CH:8]=[CH:7][C:6]([C:9]2[C:18](=[O:19])[C:17]3[C:12](=[CH:13][CH:14]=[N:15][C:16]=3[NH:20]C3C=CC(Cl)=CC=3)[NH:11][CH:10]=2)=[CH:5][CH:4]=1.Cl[C:31]1[CH:36]=[CH:35][C:34]([CH2:37][C:38](OCC)=O)=[CH:33][CH:32]=1.FC(F)(F)C1C=CC(CC(OCC)=O)=CC=1.C(N)CC1C=CC=CC=1.ClC1C=CC(N)=CC=1, predict the reaction product. The product is: [C:3]1([CH3:2])[CH:8]=[CH:7][C:6]([C:9]2[C:18](=[O:19])[C:17]3[C:12](=[CH:13][CH:14]=[N:15][C:16]=3[NH:20][CH2:38][CH2:37][C:34]3[CH:35]=[CH:36][CH:31]=[CH:32][CH:33]=3)[NH:11][CH:10]=2)=[CH:5][CH:4]=1. (8) Given the reactants [Br:1][C:2]1[CH:3]=[C:4]([CH:7]=[C:8]([CH2:11][CH3:12])[C:9]=1[OH:10])[CH:5]=O.[NH2:13][C:14]1[CH:21]=[CH:20][C:17]([C:18]#[N:19])=[CH:16][CH:15]=1.S(C[N+]#[C-])(C1C=CC(C)=CC=1)(=O)=O.B(F)(F)F.C[CH2:40][O:41][CH2:42]C.[OH2:44], predict the reaction product. The product is: [C:18]([C:17]1[CH:20]=[CH:21][C:14]([NH:13][CH:5]([C:4]2[CH:7]=[C:8]([CH2:11][CH3:12])[C:9]([OH:10])=[C:2]([Br:1])[CH:3]=2)[C:40]([O:41][CH3:42])=[O:44])=[CH:15][CH:16]=1)#[N:19]. (9) Given the reactants [F:1][C:2]1([F:23])[C:11]2[CH:10]=[N:9][C:8](S(C)(=O)=O)=[N:7][C:6]=2[CH2:5][N:4]([C:16]([O:18][C:19]([CH3:22])([CH3:21])[CH3:20])=[O:17])[CH2:3]1.CCN(C(C)C)C(C)C.[O:33]1[CH2:38][CH2:37][CH:36]([NH2:39])[CH2:35][CH2:34]1, predict the reaction product. The product is: [F:1][C:2]1([F:23])[C:11]2[CH:10]=[N:9][C:8]([NH:39][CH:36]3[CH2:37][CH2:38][O:33][CH2:34][CH2:35]3)=[N:7][C:6]=2[CH2:5][N:4]([C:16]([O:18][C:19]([CH3:22])([CH3:21])[CH3:20])=[O:17])[CH2:3]1.